Task: Predict which catalyst facilitates the given reaction.. Dataset: Catalyst prediction with 721,799 reactions and 888 catalyst types from USPTO (1) Reactant: N(C(C)C)C(C)C.[Li]CCCC.C[O:14][C:15]([CH:17]1[CH2:26][CH2:25][C:24]2[C:19](=[CH:20][CH:21]=[CH:22][CH:23]=2)[CH2:18]1)=[O:16].[Li+].CC([N-]C(C)C)C.O([C:43]([O:45][C:46]([CH3:49])([CH3:48])[CH3:47])=[O:44])[C:43]([O:45][C:46]([CH3:49])([CH3:48])[CH3:47])=[O:44].[NH4+].[Cl-]. Product: [C:46]([O:45][C:43]([C:17]1([C:15]([OH:16])=[O:14])[CH2:26][CH2:25][C:24]2[C:19](=[CH:20][CH:21]=[CH:22][CH:23]=2)[CH2:18]1)=[O:44])([CH3:47])([CH3:48])[CH3:49]. The catalyst class is: 1. (2) The catalyst class is: 14. Product: [Cl:1][C:2]1[C:11]([NH:14][CH2:15][CH2:16][OH:17])=[N:10][C:9]2[C:4]([N:3]=1)=[CH:5][CH:6]=[C:7]([Cl:13])[CH:8]=2. Reactant: [Cl:1][C:2]1[C:11](Cl)=[N:10][C:9]2[C:4](=[CH:5][CH:6]=[C:7]([Cl:13])[CH:8]=2)[N:3]=1.[NH2:14][CH2:15][CH2:16][OH:17]. (3) Reactant: [C:1]1([CH3:8])[C:6]([OH:7])=[CH:5][CH:4]=[CH:3][CH:2]=1.[Cl-].[Mg+2].[Cl-].C(N(CC)CC)C.[CH2:19]=[O:20].Cl. Product: [OH:20][C:19]1[C:1]([CH3:8])=[CH:2][CH:3]=[CH:4][C:5]=1[CH:6]=[O:7]. The catalyst class is: 10. (4) Reactant: [Cl:1][C:2]1[N:10]=[C:9]2[C:5]([N:6]=[CH:7][N:8]2[CH3:11])=[C:4]([N:12]2[CH2:17][CH2:16][O:15][CH2:14][CH2:13]2)[N:3]=1.CN(C)CCN(C)C.C([Li])CCC.[CH:31]([CH:33]1[CH2:38][CH2:37][N:36]([C:39]([O:41][C:42]([CH3:45])([CH3:44])[CH3:43])=[O:40])[CH2:35][CH2:34]1)=[O:32].[NH4+].[Cl-]. Product: [Cl:1][C:2]1[N:10]=[C:9]2[C:5]([N:6]=[C:7]([CH:31]([OH:32])[CH:33]3[CH2:38][CH2:37][N:36]([C:39]([O:41][C:42]([CH3:44])([CH3:43])[CH3:45])=[O:40])[CH2:35][CH2:34]3)[N:8]2[CH3:11])=[C:4]([N:12]2[CH2:17][CH2:16][O:15][CH2:14][CH2:13]2)[N:3]=1. The catalyst class is: 323. (5) Reactant: [C:1]1([N:7]2C(C([O-])=O)=CN=C2)[CH:6]=[CH:5][CH:4]=[CH:3][CH:2]=1.C(N(CC)CC)C.C(OC(=O)CBr)(=O)C.Br[CH2:31][C:32]([NH:34][C:35]1[N:36]=[C:37]([N:53]([CH3:55])[CH3:54])[N:38]([C:47]2[CH:52]=[CH:51][CH:50]=[CH:49][CH:48]=2)[C:39]=1[C:40]([O:42][C:43]([CH3:46])([CH3:45])[CH3:44])=[O:41])=[O:33].NC1C=CC=CC=1. Product: [CH3:54][N:53]([CH3:55])[C:37]1[N:38]([C:47]2[CH:52]=[CH:51][CH:50]=[CH:49][CH:48]=2)[C:39]([C:40]([O:42][C:43]([CH3:46])([CH3:45])[CH3:44])=[O:41])=[C:35]([NH:34][C:32](=[O:33])[CH2:31][NH:7][C:1]2[CH:6]=[CH:5][CH:4]=[CH:3][CH:2]=2)[N:36]=1. The catalyst class is: 59. (6) Product: [F:39][C:40]1[C:48]([C:49]([F:52])([F:50])[F:51])=[N:47][CH:46]=[CH:45][C:41]=1[C:42]([N:4]1[CH2:9][CH2:8][CH:7]([N:10]2[CH2:11][C:12]([CH2:36][C:37]#[N:38])([N:14]3[CH:18]=[C:17]([C:19]4[C:20]5[CH:27]=[CH:26][N:25]([CH2:28][O:29][CH2:30][CH2:31][Si:32]([CH3:34])([CH3:33])[CH3:35])[C:21]=5[N:22]=[CH:23][N:24]=4)[CH:16]=[N:15]3)[CH2:13]2)[CH2:6][CH2:5]1)=[O:43]. Reactant: Cl.Cl.Cl.[NH:4]1[CH2:9][CH2:8][CH:7]([N:10]2[CH2:13][C:12]([CH2:36][C:37]#[N:38])([N:14]3[CH:18]=[C:17]([C:19]4[C:20]5[CH:27]=[CH:26][N:25]([CH2:28][O:29][CH2:30][CH2:31][Si:32]([CH3:35])([CH3:34])[CH3:33])[C:21]=5[N:22]=[CH:23][N:24]=4)[CH:16]=[N:15]3)[CH2:11]2)[CH2:6][CH2:5]1.[F:39][C:40]1[C:48]([C:49]([F:52])([F:51])[F:50])=[N:47][CH:46]=[CH:45][C:41]=1[C:42](O)=[O:43].F[P-](F)(F)(F)(F)F.N1(O[P+](N(C)C)(N(C)C)N(C)C)C2C=CC=CC=2N=N1.C(N(CC)CC)C.C([O-])(O)=O.[Na+]. The catalyst class is: 508.